This data is from Reaction yield outcomes from USPTO patents with 853,638 reactions. The task is: Predict the reaction yield, written as a fraction of the theoretical maximum amount of product (1.0 means a 100% yield; for example, 0.34 means a 34% yield). The reactants are [O:1]1[CH:5]=[CH:4][CH:3]=[C:2]1[CH2:6][NH:7][S:8]([C:11]1[CH:19]=[CH:18][C:14]([C:15]([OH:17])=[O:16])=[CH:13][CH:12]=1)(=[O:10])=[O:9].C(=O)([O-])[O-].[Cs+].[Cs+].Br[CH2:27][C:28]1[CH:33]=[CH:32][CH:31]=[CH:30][CH:29]=1. The catalyst is CN(C=O)C.C(OCC)(=O)C. The product is [CH2:27]([N:7]([CH2:6][C:2]1[O:1][CH:5]=[CH:4][CH:3]=1)[S:8]([C:11]1[CH:19]=[CH:18][C:14]([C:15]([OH:17])=[O:16])=[CH:13][CH:12]=1)(=[O:10])=[O:9])[C:28]1[CH:33]=[CH:32][CH:31]=[CH:30][CH:29]=1. The yield is 0.350.